From a dataset of Forward reaction prediction with 1.9M reactions from USPTO patents (1976-2016). Predict the product of the given reaction. (1) Given the reactants [N:1]1([CH2:7][CH2:8][OH:9])[CH2:6][CH2:5][O:4][CH2:3][CH2:2]1.Cl[C:11]1[C:20]2[C:15](=[CH:16][C:17]([O:21][CH3:22])=[CH:18][CH:19]=2)[CH:14]=[C:13]([NH:23][C:24]2[CH:28]=[C:27]([CH3:29])[NH:26][N:25]=2)[N:12]=1, predict the reaction product. The product is: [CH3:29][C:27]1[NH:26][N:25]=[C:24]([NH:23][C:13]2[N:12]=[C:11]([O:9][CH2:8][CH2:7][N:1]3[CH2:6][CH2:5][O:4][CH2:3][CH2:2]3)[C:20]3[C:15]([CH:14]=2)=[CH:16][C:17]([O:21][CH3:22])=[CH:18][CH:19]=3)[CH:28]=1. (2) Given the reactants Cl.[OH:2][C:3]1[CH:12]=[CH:11][C:6]([C:7]([O:9][CH3:10])=[O:8])=[CH:5][C:4]=1[CH2:13][N:14]1[CH2:19][CH2:18][O:17][CH2:16][CH2:15]1.C(N(CC)CC)C.[F:27][C:28]([F:47])([F:46])[S:29](N(C1C=CC=CC=1)[S:29]([C:28]([F:47])([F:46])[F:27])(=[O:31])=[O:30])(=[O:31])=[O:30], predict the reaction product. The product is: [O:17]1[CH2:16][CH2:15][N:14]([CH2:13][C:4]2[CH:5]=[C:6]([CH:11]=[CH:12][C:3]=2[O:2][S:29]([C:28]([F:47])([F:46])[F:27])(=[O:31])=[O:30])[C:7]([O:9][CH3:10])=[O:8])[CH2:19][CH2:18]1. (3) Given the reactants C1(C)C=CC(S([O:10][CH2:11][CH2:12][CH2:13][CH:14]=[C:15]([CH3:32])[CH2:16][CH2:17][CH:18]=[C:19]([CH3:31])[CH2:20][CH2:21][CH:22]=[C:23]([CH3:30])[CH2:24][CH2:25][CH:26]=[C:27]([CH3:29])[CH3:28])(=O)=O)=CC=1.[CH2:34](O)[C@@H:35]([C@@H:37]([CH2:39][OH:40])[OH:38])[OH:36].OCC(CO)O, predict the reaction product. The product is: [CH3:32][C:15]([CH2:16][CH2:17][CH:18]=[C:19]([CH3:31])[CH2:20][CH2:21][CH:22]=[C:23]([CH3:30])[CH2:24][CH2:25][CH:26]=[C:27]([CH3:28])[CH3:29])=[CH:14][CH2:13][CH2:12][CH2:11][O:10][CH2:34][C@@H:35]([C@@H:37]([CH2:39][OH:40])[OH:38])[OH:36].